This data is from NCI-60 drug combinations with 297,098 pairs across 59 cell lines. The task is: Regression. Given two drug SMILES strings and cell line genomic features, predict the synergy score measuring deviation from expected non-interaction effect. (1) Drug 1: CC1=C(C(=CC=C1)Cl)NC(=O)C2=CN=C(S2)NC3=CC(=NC(=N3)C)N4CCN(CC4)CCO. Drug 2: C(CCl)NC(=O)N(CCCl)N=O. Cell line: SR. Synergy scores: CSS=37.8, Synergy_ZIP=-0.995, Synergy_Bliss=1.80, Synergy_Loewe=3.48, Synergy_HSA=3.00. (2) Drug 1: CN(CC1=CN=C2C(=N1)C(=NC(=N2)N)N)C3=CC=C(C=C3)C(=O)NC(CCC(=O)O)C(=O)O. Drug 2: C1CC(C1)(C(=O)O)C(=O)O.[NH2-].[NH2-].[Pt+2]. Cell line: HOP-62. Synergy scores: CSS=11.8, Synergy_ZIP=-1.30, Synergy_Bliss=3.42, Synergy_Loewe=-12.0, Synergy_HSA=1.78. (3) Synergy scores: CSS=48.4, Synergy_ZIP=11.3, Synergy_Bliss=11.7, Synergy_Loewe=-20.9, Synergy_HSA=11.3. Cell line: SK-OV-3. Drug 2: CCC1(CC2CC(C3=C(CCN(C2)C1)C4=CC=CC=C4N3)(C5=C(C=C6C(=C5)C78CCN9C7C(C=CC9)(C(C(C8N6C)(C(=O)OC)O)OC(=O)C)CC)OC)C(=O)OC)O.OS(=O)(=O)O. Drug 1: CS(=O)(=O)C1=CC(=C(C=C1)C(=O)NC2=CC(=C(C=C2)Cl)C3=CC=CC=N3)Cl. (4) Drug 1: C1=CC(=CC=C1CCC2=CNC3=C2C(=O)NC(=N3)N)C(=O)NC(CCC(=O)O)C(=O)O. Drug 2: CN(C(=O)NC(C=O)C(C(C(CO)O)O)O)N=O. Cell line: SK-MEL-5. Synergy scores: CSS=1.25, Synergy_ZIP=-5.66, Synergy_Bliss=-10.1, Synergy_Loewe=-7.76, Synergy_HSA=-7.71. (5) Cell line: HCT116. Drug 2: C1CN(P(=O)(OC1)NCCCl)CCCl. Synergy scores: CSS=59.0, Synergy_ZIP=0.306, Synergy_Bliss=-0.0125, Synergy_Loewe=-47.8, Synergy_HSA=1.68. Drug 1: C1=NC(=NC(=O)N1C2C(C(C(O2)CO)O)O)N. (6) Drug 1: CNC(=O)C1=CC=CC=C1SC2=CC3=C(C=C2)C(=NN3)C=CC4=CC=CC=N4. Drug 2: C1C(C(OC1N2C=C(C(=O)NC2=O)F)CO)O. Cell line: LOX IMVI. Synergy scores: CSS=56.3, Synergy_ZIP=7.50, Synergy_Bliss=5.56, Synergy_Loewe=-17.0, Synergy_HSA=6.94.